This data is from hERG Central: cardiac toxicity at 1µM, 10µM, and general inhibition. The task is: Predict hERG channel inhibition at various concentrations. (1) The compound is Cn1c(=O)c(=O)n(C)c2cc(N3CCCCC3)c(NS(=O)(=O)c3ccc(Br)cc3)cc21. Results: hERG_inhib (hERG inhibition (general)): blocker. (2) The drug is O=C(COc1ccc(Cl)cc1)N1CCN(Cc2ccc([N+](=O)[O-])cc2)CC1.O=C(O)C(=O)O. Results: hERG_inhib (hERG inhibition (general)): blocker. (3) The compound is Cc1ccc(C(=O)N2CCCC(c3nc4c(nnn4Cc4ccccc4)c(=O)[nH]3)C2)cc1. Results: hERG_inhib (hERG inhibition (general)): blocker. (4) Results: hERG_inhib (hERG inhibition (general)): blocker. The drug is C(#Cc1ccccc1)C[N+]1(CC#Cc2ccccc2)CCCC1.[Br-].